This data is from NCI-60 drug combinations with 297,098 pairs across 59 cell lines. The task is: Regression. Given two drug SMILES strings and cell line genomic features, predict the synergy score measuring deviation from expected non-interaction effect. (1) Synergy scores: CSS=-0.625, Synergy_ZIP=-0.756, Synergy_Bliss=-0.450, Synergy_Loewe=-4.14, Synergy_HSA=-3.15. Drug 1: CNC(=O)C1=CC=CC=C1SC2=CC3=C(C=C2)C(=NN3)C=CC4=CC=CC=N4. Drug 2: CN(CC1=CN=C2C(=N1)C(=NC(=N2)N)N)C3=CC=C(C=C3)C(=O)NC(CCC(=O)O)C(=O)O. Cell line: BT-549. (2) Drug 1: CCC1=CC2CC(C3=C(CN(C2)C1)C4=CC=CC=C4N3)(C5=C(C=C6C(=C5)C78CCN9C7C(C=CC9)(C(C(C8N6C)(C(=O)OC)O)OC(=O)C)CC)OC)C(=O)OC.C(C(C(=O)O)O)(C(=O)O)O. Drug 2: C1=CN(C(=O)N=C1N)C2C(C(C(O2)CO)O)O.Cl. Cell line: OVCAR-8. Synergy scores: CSS=55.7, Synergy_ZIP=-3.36, Synergy_Bliss=-5.02, Synergy_Loewe=-4.13, Synergy_HSA=-1.92.